Binary Classification. Given a miRNA mature sequence and a target amino acid sequence, predict their likelihood of interaction. From a dataset of Experimentally validated miRNA-target interactions with 360,000+ pairs, plus equal number of negative samples. The miRNA is hsa-miR-4265 with sequence CUGUGGGCUCAGCUCUGGG. The protein sequence of the target gene is MSRSRASIHRGSIPAMSYAPFRDVRGPSMHRTQYVHSPYDRPGWNPRFCIISGNQLLMLDEDEIHPLLIRDRRSESSRNKLLRRTVSVPVEGRPHGEHEYHLGRSRRKSVPGGKQYSMEGAPAAPFRPSQGFLSRRLKSSIKRTKSQPKLDRTSSFRQILPRFRSADHDRARLMQSFKESHSHESLLSPSSAAEALELNLDEDSIIKPVHSSILGQEFCFEVTTSSGTKCFACRSAAERDKWIENLQRAVKPNKDNSRRVDNVLKLWIIEARELPPKKRYYCELCLDDMLYARTTSKPRS.... Result: 1 (interaction).